Dataset: Full USPTO retrosynthesis dataset with 1.9M reactions from patents (1976-2016). Task: Predict the reactants needed to synthesize the given product. (1) Given the product [CH3:23][C:22]1[C:17]([N:14]2[CH2:15][CH2:16][N:11]([C:9]([C:5]3[C:6]([F:8])=[CH:7][C:2]([N:26]4[CH2:30][CH2:29][CH2:28][C:27]4=[O:31])=[CH:3][C:4]=3[F:25])=[O:10])[CH2:12][CH2:13]2)=[N:18][CH:19]=[C:20]([CH3:24])[CH:21]=1, predict the reactants needed to synthesize it. The reactants are: Br[C:2]1[CH:7]=[C:6]([F:8])[C:5]([C:9]([N:11]2[CH2:16][CH2:15][N:14]([C:17]3[C:22]([CH3:23])=[CH:21][C:20]([CH3:24])=[CH:19][N:18]=3)[CH2:13][CH2:12]2)=[O:10])=[C:4]([F:25])[CH:3]=1.[NH:26]1[CH2:30][CH2:29][CH2:28][C:27]1=[O:31]. (2) Given the product [F:29][C:26]1[CH:27]=[CH:28][C:22]2[S:21][C:20]([CH2:19][N:4]3[C:5](=[O:16])[C:6]4[N:7]([CH2:12][C:13]#[C:14][CH3:15])[C:8]([Br:11])=[N:9][C:10]=4[N:2]([CH3:1])[C:3]3=[O:17])=[N:24][C:23]=2[CH:25]=1, predict the reactants needed to synthesize it. The reactants are: [CH3:1][N:2]1[C:10]2[N:9]=[C:8]([Br:11])[N:7]([CH2:12][C:13]#[C:14][CH3:15])[C:6]=2[C:5](=[O:16])[NH:4][C:3]1=[O:17].Br[CH2:19][C:20]1[S:21][C:22]2[CH:28]=[CH:27][C:26]([F:29])=[CH:25][C:23]=2[N:24]=1.C(=O)([O-])[O-].[K+].[K+].O. (3) Given the product [OH:2][C:3]1[CH:4]=[C:5]([CH:8]=[CH:9][C:10]=1[OH:11])[CH2:6][NH:7][C:26]([NH:25][CH2:24][CH2:23][CH2:22][CH2:21][CH2:20][CH3:19])=[S:27], predict the reactants needed to synthesize it. The reactants are: Cl.[OH:2][C:3]1[CH:4]=[C:5]([CH:8]=[CH:9][C:10]=1[OH:11])[CH2:6][NH2:7].C(N(CC)CC)C.[CH3:19][CH2:20][CH2:21][CH2:22][CH2:23][CH2:24][N:25]=[C:26]=[S:27]. (4) Given the product [CH3:9][C:10]1([CH3:27])[O:14][C@H:13]([CH2:15][N:6]2[CH:7]=[CH:8][C:4]([N+:1]([O-:3])=[O:2])=[N:5]2)[CH2:12][O:11]1, predict the reactants needed to synthesize it. The reactants are: [N+:1]([C:4]1[CH:8]=[CH:7][NH:6][N:5]=1)([O-:3])=[O:2].[CH3:9][C:10]1([CH3:27])[O:14][C@H:13]([CH2:15]OS(C2C=CC(C)=CC=2)(=O)=O)[CH2:12][O:11]1.C(=O)([O-])[O-].[K+].[K+]. (5) Given the product [NH2:32][C@:16]12[CH2:28][CH2:27][C@@H:26]([C:29]([CH3:31])=[CH2:30])[C@@H:17]1[C@@H:18]1[C@@:13]([CH3:33])([CH2:14][CH2:15]2)[C@@:12]2([CH3:34])[C@@H:21]([C@:22]3([CH3:25])[C@@H:9]([CH2:10][CH2:11]2)[C:8]([CH3:35])([CH3:36])[C:7]([C:47]2[CH2:57][C:49]4([CH2:50][CH:51]([C:53]([O:55][CH3:56])=[O:54])[CH2:52]4)[CH:48]=2)=[CH:24][CH2:23]3)[CH2:20][CH2:19]1, predict the reactants needed to synthesize it. The reactants are: FC(F)(F)S(O[C:7]1[C:8]([CH3:36])([CH3:35])[C@H:9]2[C@:22]([CH3:25])([CH2:23][CH:24]=1)[C@@H:21]1[C@:12]([CH3:34])([C@@:13]3([CH3:33])[C@H:18]([CH2:19][CH2:20]1)[C@H:17]1[C@H:26]([C:29]([CH3:31])=[CH2:30])[CH2:27][CH2:28][C@:16]1([NH2:32])[CH2:15][CH2:14]3)[CH2:11][CH2:10]2)(=O)=O.CC1(C)C(C)(C)OB([C:47]2[CH2:57][C:49]3([CH2:52][CH:51]([C:53]([O:55][CH3:56])=[O:54])[CH2:50]3)[CH:48]=2)O1.O.C(=O)([O-])[O-].[Na+].[Na+]. (6) Given the product [CH2:25]([N:11]1[CH:12]=[C:13]([C:15]2[CH:20]=[CH:19][C:18]([C:21]([F:24])([F:23])[F:22])=[CH:17][CH:16]=2)[N:14]=[C:10]1/[CH:9]=[CH:8]/[C:5]1[CH:6]=[CH:7][C:2]([C:31]2[CH:32]=[CH:33][C:28]([OH:27])=[CH:29][CH:30]=2)=[CH:3][CH:4]=1)[CH3:26], predict the reactants needed to synthesize it. The reactants are: Br[C:2]1[CH:7]=[CH:6][C:5](/[CH:8]=[CH:9]/[C:10]2[N:11]([CH2:25][CH3:26])[CH:12]=[C:13]([C:15]3[CH:20]=[CH:19][C:18]([C:21]([F:24])([F:23])[F:22])=[CH:17][CH:16]=3)[N:14]=2)=[CH:4][CH:3]=1.[OH:27][C:28]1[CH:33]=[CH:32][C:31](B(O)O)=[CH:30][CH:29]=1. (7) The reactants are: [N:1]1[CH:6]=[C:5]([OH:7])[CH:4]=[N:3][CH:2]=1.[H-].[Na+].F[C:11]1[CH:16]=[C:15]([I:17])[CH:14]=[CH:13][N:12]=1.O. Given the product [I:17][C:15]1[CH:14]=[CH:13][N:12]=[C:11]([O:7][C:5]2[CH:6]=[N:1][CH:2]=[N:3][CH:4]=2)[CH:16]=1, predict the reactants needed to synthesize it. (8) Given the product [Br:1][CH:2]1[CH:8]([OH:9])[CH2:7][CH2:6][CH2:5][N:4]([C:10]([O:12][CH2:13][C:14]2[CH:19]=[CH:18][CH:17]=[CH:16][CH:15]=2)=[O:11])[CH2:3]1, predict the reactants needed to synthesize it. The reactants are: [Br:1][CH:2]1[C:8](=[O:9])[CH2:7][CH2:6][CH2:5][N:4]([C:10]([O:12][CH2:13][C:14]2[CH:19]=[CH:18][CH:17]=[CH:16][CH:15]=2)=[O:11])[CH2:3]1.[BH4-].[Na+]. (9) Given the product [Cl:25][C:5]1[C:6]([CH:8]([S:17][C:18]2[CH:19]=[CH:20][C:21]([Cl:24])=[CH:22][CH:23]=2)[C:9]2[CH:14]=[C:13]([F:15])[CH:12]=[CH:11][C:10]=2[F:16])=[CH:7][C:2]([N:26]2[CH2:31][CH2:30][O:29][CH:28]([CH2:32][NH:33][C:34](=[O:40])[O:35][C:36]([CH3:38])([CH3:37])[CH3:39])[CH2:27]2)=[N:3][CH:4]=1, predict the reactants needed to synthesize it. The reactants are: Cl[C:2]1[CH:7]=[C:6]([CH:8]([S:17][C:18]2[CH:23]=[CH:22][C:21]([Cl:24])=[CH:20][CH:19]=2)[C:9]2[CH:14]=[C:13]([F:15])[CH:12]=[CH:11][C:10]=2[F:16])[C:5]([Cl:25])=[CH:4][N:3]=1.[NH:26]1[CH2:31][CH2:30][O:29][CH:28]([CH2:32][NH:33][C:34](=[O:40])[O:35][C:36]([CH3:39])([CH3:38])[CH3:37])[CH2:27]1.